This data is from Catalyst prediction with 721,799 reactions and 888 catalyst types from USPTO. The task is: Predict which catalyst facilitates the given reaction. Reactant: [C:1]([O:4][CH2:5][C:6]1[C:11]([N:12]2[C:18](=[O:19])[C:17]3[C:20]([F:27])=[CH:21][C:22]([CH:24]4[CH2:26][CH2:25]4)=[CH:23][C:16]=3[O:15][CH2:14][CH2:13]2)=[CH:10][CH:9]=[CH:8][C:7]=1[C:28]1[CH:33]=[CH:32][N:31]=[C:30]([NH2:34])[C:29]=1[N+:35]([O-])=O)(=[O:3])[CH3:2]. Product: [C:1]([O:4][CH2:5][C:6]1[C:7]([C:28]2[CH:33]=[CH:32][N:31]=[C:30]([NH2:34])[C:29]=2[NH2:35])=[CH:8][CH:9]=[CH:10][C:11]=1[N:12]1[C:18](=[O:19])[C:17]2[C:20]([F:27])=[CH:21][C:22]([CH:24]3[CH2:25][CH2:26]3)=[CH:23][C:16]=2[O:15][CH2:14][CH2:13]1)(=[O:3])[CH3:2]. The catalyst class is: 129.